Task: Predict the reactants needed to synthesize the given product.. Dataset: Full USPTO retrosynthesis dataset with 1.9M reactions from patents (1976-2016) (1) Given the product [CH2:14]([O:1][C:2]1[C:11]2[C:6](=[CH:7][CH:8]=[CH:9][CH:10]=2)[CH:5]=[CH:4][C:3]=1[CH:12]=[O:13])[C:15]1[CH:20]=[CH:19][CH:18]=[CH:17][CH:16]=1, predict the reactants needed to synthesize it. The reactants are: [OH:1][C:2]1[C:11]2[C:6](=[CH:7][CH:8]=[CH:9][CH:10]=2)[CH:5]=[CH:4][C:3]=1[CH:12]=[O:13].[CH2:14](Br)[C:15]1[CH:20]=[CH:19][CH:18]=[CH:17][CH:16]=1.C(=O)([O-])[O-].[K+].[K+].O. (2) Given the product [Cl:1][C:2]1[S:6][C:5]([C@H:7]2[C@H:12]([OH:13])[C@@H:11]([OH:14])[C@H:10]([OH:15])[C@@H:9]([CH2:16][OH:17])[O:8]2)=[CH:4][C:3]=1[CH2:18][C:19]1[CH:24]=[CH:23][C:22]([O:25][CH2:28][C:27]#[CH:26])=[CH:21][CH:20]=1, predict the reactants needed to synthesize it. The reactants are: [Cl:1][C:2]1[S:6][C:5]([C@H:7]2[C@H:12]([OH:13])[C@@H:11]([OH:14])[C@H:10]([OH:15])[C@@H:9]([CH2:16][OH:17])[O:8]2)=[CH:4][C:3]=1[CH2:18][C:19]1[CH:24]=[CH:23][C:22]([OH:25])=[CH:21][CH:20]=1.[CH2:26](Br)[C:27]#[CH:28].C([O-])([O-])=O.[Cs+].[Cs+]. (3) Given the product [NH2:13][C:12]1[N:6]([C:3]([CH3:5])([CH3:4])[C:2]([F:14])([F:15])[F:1])[CH:7]=[C:8]([C:9]#[N:10])[CH:11]=1, predict the reactants needed to synthesize it. The reactants are: [F:1][C:2]([F:15])([F:14])[C:3]([NH:6][CH:7]=[C:8]([CH2:11][C:12]#[N:13])[C:9]#[N:10])([CH3:5])[CH3:4].[OH-].[K+]. (4) Given the product [O:9]1[CH:2]([CH2:3][CH2:4][CH2:5][CH2:6][CH2:7][CH3:8])[CH2:1]1, predict the reactants needed to synthesize it. The reactants are: [CH2:1]=[CH:2][CH2:3][CH2:4][CH2:5][CH2:6][CH2:7][CH3:8].[OH:9]O. (5) Given the product [C:52]([O-:51])(=[O:54])[CH2:53][CH2:48][C:49]([O-:50])=[O:8].[C:91]1([S+:84]([C:78]2[CH:79]=[CH:80][CH:81]=[CH:82][CH:83]=2)[C:85]2[CH:90]=[CH:89][CH:88]=[CH:87][CH:86]=2)[CH:92]=[CH:93][CH:94]=[CH:95][CH:96]=1.[C:91]1([S+:84]([C:78]2[CH:79]=[CH:80][CH:81]=[CH:82][CH:83]=2)[C:85]2[CH:90]=[CH:89][CH:88]=[CH:87][CH:86]=2)[CH:92]=[CH:93][CH:94]=[CH:95][CH:96]=1, predict the reactants needed to synthesize it. The reactants are: C1([Si](OC)(OC)[O:8]C)C=CC=CC=1.C(O[Si](OCC)(OCC)OCC)C.C[Si](OCC)(OCC)OCC.CO[Si](CCC[CH:48]1[CH2:53][C:52](=[O:54])[O:51][C:49]1=[O:50])(OC)OC.SCCC[Si](OCC)(OCC)OCC.Cl.C(OCC(O)C)C.[OH-].[C:78]1([S+:84]([C:91]2[CH:96]=[CH:95][CH:94]=[CH:93][CH:92]=2)[C:85]2[CH:90]=[CH:89][CH:88]=[CH:87][CH:86]=2)[CH:83]=[CH:82][CH:81]=[CH:80][CH:79]=1. (6) Given the product [NH2:1][C:2]1[C:11]2[CH:10]=[CH:9][CH:8]=[C:7]([C:22]3[CH:23]=[N:24][CH:25]=[CH:20][C:21]=3[CH3:26])[C:6]=2[N:5]=[C:4]2[CH2:13][N:14]([CH2:17][CH3:18])[C:15](=[O:16])[C:3]=12, predict the reactants needed to synthesize it. The reactants are: [NH2:1][C:2]1[C:11]2[CH:10]=[CH:9][CH:8]=[C:7](Br)[C:6]=2[N:5]=[C:4]2[CH2:13][N:14]([CH2:17][CH3:18])[C:15](=[O:16])[C:3]=12.B(O)(O)[C:20]1[CH:25]=[N:24][CH:23]=[CH:22][C:21]=1[CH3:26]. (7) Given the product [Cl:1][C:2]1[CH:7]=[CH:6][C:5]([C:8]2[N:12]([CH:13]3[CH2:15][CH2:14]3)[C:11](=[O:16])[N:10]([CH2:17][CH2:18][C:19]([OH:21])=[O:20])[N:9]=2)=[CH:4][CH:3]=1, predict the reactants needed to synthesize it. The reactants are: [Cl:1][C:2]1[CH:7]=[CH:6][C:5]([C:8]2[N:12]([CH:13]3[CH2:15][CH2:14]3)[C:11](=[O:16])[N:10]([CH2:17][CH2:18][C:19]([O:21]CC)=[O:20])[N:9]=2)=[CH:4][CH:3]=1.[OH-].[K+].